Dataset: Full USPTO retrosynthesis dataset with 1.9M reactions from patents (1976-2016). Task: Predict the reactants needed to synthesize the given product. Given the product [CH3:25][C:26]1[C:30]([C:2]2[CH:3]=[C:4]3[C:10]([C:11]([C:19]4[CH:24]=[CH:23][CH:22]=[CH:21][N:20]=4)([C:13]4[CH:18]=[CH:17][CH:16]=[CH:15][N:14]=4)[OH:12])=[CH:9][NH:8][C:5]3=[N:6][CH:7]=2)=[C:29]([CH3:40])[O:28][N:27]=1, predict the reactants needed to synthesize it. The reactants are: Br[C:2]1[CH:3]=[C:4]2[C:10]([C:11]([C:19]3[CH:24]=[CH:23][CH:22]=[CH:21][N:20]=3)([C:13]3[CH:18]=[CH:17][CH:16]=[CH:15][N:14]=3)[OH:12])=[CH:9][NH:8][C:5]2=[N:6][CH:7]=1.[CH3:25][C:26]1[C:30](B2OC(C)(C)C(C)(C)O2)=[C:29]([CH3:40])[O:28][N:27]=1.C(=O)([O-])[O-].[K+].[K+].O.